Dataset: Forward reaction prediction with 1.9M reactions from USPTO patents (1976-2016). Task: Predict the product of the given reaction. (1) Given the reactants [O:1]([CH2:8][C:9]1[CH:14]=[CH:13][C:12]([CH2:15][C:16](O)=[O:17])=[CH:11][CH:10]=1)[C:2]1[CH:7]=[CH:6][CH:5]=[CH:4][CH:3]=1.[H-].[H-].[H-].[H-].[Li+].[Al+3], predict the reaction product. The product is: [O:1]([CH2:8][C:9]1[CH:10]=[CH:11][C:12]([CH2:15][CH2:16][OH:17])=[CH:13][CH:14]=1)[C:2]1[CH:7]=[CH:6][CH:5]=[CH:4][CH:3]=1. (2) Given the reactants [O:1]1CCCC1.[CH:6]1([Mg]Br)[CH2:8][CH2:7]1.O[CH2:12][C:13]([C:15]1[CH:20]=[CH:19][CH:18]=[CH:17][CH:16]=1)=[O:14], predict the reaction product. The product is: [CH:6]1([C:13]([C:15]2[CH:20]=[CH:19][CH:18]=[CH:17][C:16]=2[OH:1])([OH:14])[CH3:12])[CH2:8][CH2:7]1. (3) Given the reactants [CH:1]1[C:14]2[CH:13]=[C:12]([C:15]3[CH:16]=[C:17]([C:21]4(O)[C:34]5[CH:33]=[CH:32][CH:31]=[CH:30][C:29]=5[C:28]([C:36]5[CH:41]=[CH:40][CH:39]=[C:38]([C:42]6[C:43]7[C:48]([C:49]8[CH:50]=[CH:51][CH:52]=[CH:53][C:54]=8[CH:55]=6)=[CH:47][CH:46]=[CH:45][CH:44]=7)[CH:37]=5)(O)[C:27]5[C:22]4=[CH:23][CH:24]=[CH:25][CH:26]=5)[CH:18]=[CH:19][CH:20]=3)[C:11]3[C:6](=[CH:7][CH:8]=[CH:9][CH:10]=3)[C:5]=2[CH:4]=[CH:3][CH:2]=1.I.[PH2](O)=O, predict the reaction product. The product is: [CH:1]1[C:14]2[CH:13]=[C:12]([C:15]3[CH:16]=[C:17]([C:21]4[C:22]5[C:27]([C:28]([C:36]6[CH:41]=[CH:40][CH:39]=[C:38]([C:42]7[C:43]8[C:48]([C:49]9[CH:50]=[CH:51][CH:52]=[CH:53][C:54]=9[CH:55]=7)=[CH:47][CH:46]=[CH:45][CH:44]=8)[CH:37]=6)=[C:29]6[C:34]=4[CH:33]=[CH:32][CH:31]=[CH:30]6)=[CH:26][CH:25]=[CH:24][CH:23]=5)[CH:18]=[CH:19][CH:20]=3)[C:11]3[C:6](=[CH:7][CH:8]=[CH:9][CH:10]=3)[C:5]=2[CH:4]=[CH:3][CH:2]=1. (4) Given the reactants [I:1][C:2]1[CH:3]=[CH:4][C:5]([CH3:11])=[C:6]([CH:10]=1)[C:7](O)=[O:8].O1CCCC1.B.ClCCl, predict the reaction product. The product is: [I:1][C:2]1[CH:3]=[CH:4][C:5]([CH3:11])=[C:6]([CH:10]=1)[CH:7]=[O:8]. (5) Given the reactants [Cl:1][C:2]1[CH:7]=[C:6]([Cl:8])[CH:5]=[CH:4][C:3]=1[NH:9][C:10]1[N:15]=[C:14]([C:16]([F:19])([F:18])[F:17])[C:13]([C:20]([OH:22])=O)=[CH:12][N:11]=1.C(N1CCOCC1)C.[NH2:31][CH2:32][CH:33]1[CH2:38][CH2:37][O:36][CH2:35][CH2:34]1.O.ON1C2C=CC=CC=2N=N1.Cl.CN(C)CCCN=C=NCC, predict the reaction product. The product is: [O:36]1[CH2:37][CH2:38][CH:33]([CH2:32][NH:31][C:20]([C:13]2[C:14]([C:16]([F:17])([F:19])[F:18])=[N:15][C:10]([NH:9][C:3]3[CH:4]=[CH:5][C:6]([Cl:8])=[CH:7][C:2]=3[Cl:1])=[N:11][CH:12]=2)=[O:22])[CH2:34][CH2:35]1. (6) Given the reactants Br[C:2]1[CH:8]=[CH:7][C:5]([NH2:6])=[C:4]([N+:9]([O-:11])=[O:10])[CH:3]=1.[CH3:12][C:13]1[C:17](B2OC(C)(C)C(C)(C)O2)=[C:16]([CH3:27])[O:15][N:14]=1.O, predict the reaction product. The product is: [CH3:12][C:13]1[C:17]([C:2]2[CH:8]=[CH:7][C:5]([NH2:6])=[C:4]([N+:9]([O-:11])=[O:10])[CH:3]=2)=[C:16]([CH3:27])[O:15][N:14]=1. (7) Given the reactants [CH3:1][N:2]1[C:14]2[C:5](=[C:6]3[C:11](=[CH:12][CH:13]=2)[N:10]=[CH:9][CH:8]=[N:7]3)[N:4]=[C:3]1[CH2:15][OH:16], predict the reaction product. The product is: [CH3:1][N:2]1[C:14]2[C:5](=[C:6]3[C:11](=[CH:12][CH:13]=2)[N:10]=[CH:9][CH:8]=[N:7]3)[N:4]=[C:3]1[CH:15]=[O:16].